Dataset: Forward reaction prediction with 1.9M reactions from USPTO patents (1976-2016). Task: Predict the product of the given reaction. (1) Given the reactants [F:1][CH:2]([F:15])[C:3]1[CH:7]=[C:6]([CH:8]([F:10])[F:9])[N:5]([CH2:11][C:12]([OH:14])=O)[N:4]=1.CN(C)C=O.Cl.[CH3:22][S:23][CH:24]1[CH:29]([C:30]#[N:31])[CH2:28][CH2:27][NH:26][CH2:25]1.C(N(CC)CC)C, predict the reaction product. The product is: [F:15][CH:2]([F:1])[C:3]1[CH:7]=[C:6]([CH:8]([F:9])[F:10])[N:5]([CH2:11][C:12]([N:26]2[CH2:27][CH2:28][CH:29]([C:30]#[N:31])[CH:24]([S:23][CH3:22])[CH2:25]2)=[O:14])[N:4]=1. (2) Given the reactants [N:1]1[CH:6]=[CH:5][CH:4]=[CH:3][C:2]=1[NH2:7].[NH2:8][C:9]1[C:10]([C:15](O)=[O:16])=[N:11][CH:12]=[CH:13][N:14]=1, predict the reaction product. The product is: [NH2:8][C:9]1[C:10]([C:15]([NH:7][C:2]2[CH:3]=[CH:4][CH:5]=[CH:6][N:1]=2)=[O:16])=[N:11][CH:12]=[CH:13][N:14]=1. (3) The product is: [NH2:8][C:9]([NH:11][C:12]1[NH:13][C:14]2[C:19]([C:20]=1[C:21]([NH2:23])=[O:22])=[CH:18][CH:17]=[C:16]([C:24]1[NH:25][CH:26]=[CH:27][CH:28]=1)[CH:15]=2)=[O:10]. Given the reactants FC(F)(F)C(O)=O.[NH2:8][C:9]([NH:11][C:12]1[NH:13][C:14]2[C:19]([C:20]=1[C:21]([NH2:23])=[O:22])=[CH:18][CH:17]=[C:16]([C:24]1[N:25](C(OC(C)(C)C)=O)[CH:26]=[CH:27][CH:28]=1)[CH:15]=2)=[O:10].[OH-].[Na+].O, predict the reaction product.